Predict the product of the given reaction. From a dataset of Forward reaction prediction with 1.9M reactions from USPTO patents (1976-2016). (1) The product is: [Cl:45][CH:15]1[N:14]([CH2:13][CH2:12][N:5]([CH:3]2[CH2:2][N:1]([C:39](=[O:42])[CH:40]=[CH2:41])[CH2:4]2)[C:6](=[O:11])[C:7]([F:10])([F:8])[F:9])[C:19]2[N:20]=[C:21]([NH:24][CH3:25])[N:22]=[CH:23][C:18]=2[CH:17]=[C:16]1[C:26]1[C:27]([Cl:37])=[C:28]([O:35][CH3:36])[CH:29]=[C:30]([O:33][CH3:34])[C:31]=1[Cl:32]. Given the reactants [NH:1]1[CH2:4][CH:3]([N:5]([CH2:12][CH2:13][N:14]2[C:19]3[N:20]=[C:21]([NH:24][CH3:25])[N:22]=[CH:23][C:18]=3[CH:17]=[C:16]([C:26]3[C:31]([Cl:32])=[C:30]([O:33][CH3:34])[CH:29]=[C:28]([O:35][CH3:36])[C:27]=3[Cl:37])[C:15]2=O)[C:6](=[O:11])[C:7]([F:10])([F:9])[F:8])[CH2:2]1.[C:39](Cl)(=[O:42])[CH:40]=[CH2:41].C(Cl)[Cl:45].CO, predict the reaction product. (2) Given the reactants C(OC(N1C[CH2:11][CH2:10][C@H:9]1[CH2:13][NH:14][C:15]([C:17]1[C:26]2[CH2:25][C:24]([CH3:28])([CH3:27])[CH2:23][NH:22][C:21](=[O:29])[C:20]=2[S:19][C:18]=1[NH:30][C:31]1[CH:36]=[CH:35][C:34]([I:37])=[CH:33][C:32]=1[F:38])=[O:16])=O)(C)(C)C.C(Cl)CCl.C1C=CC2N(O)N=NC=2C=1.CN1CCOCC1.[N:60]1C=C(CCN)[NH:62][CH:61]=1, predict the reaction product. The product is: [N:60]1[CH:11]=[C:10]([CH2:9][CH2:13][NH:14][C:15]([C:17]2[C:26]3[CH2:25][C:24]([CH3:27])([CH3:28])[CH2:23][NH:22][C:21](=[O:29])[C:20]=3[S:19][C:18]=2[NH:30][C:31]2[CH:36]=[CH:35][C:34]([I:37])=[CH:33][C:32]=2[F:38])=[O:16])[NH:62][CH:61]=1. (3) Given the reactants [C:1]([O:5][C:6]([N:8]1[CH2:12][CH2:11][CH2:10][C@H:9]1[CH2:13][OH:14])=[O:7])([CH3:4])([CH3:3])[CH3:2].N1C=CC=CC=1.[C:21]1([CH3:31])[CH:26]=[CH:25][C:24]([S:27](Cl)(=[O:29])=[O:28])=[CH:23][CH:22]=1, predict the reaction product. The product is: [C:6]([N:8]1[CH2:12][CH2:11][CH2:10][C@H:9]1[CH2:13][O:14][S:27]([C:24]1[CH:25]=[CH:26][C:21]([CH3:31])=[CH:22][CH:23]=1)(=[O:29])=[O:28])([O:5][C:1]([CH3:4])([CH3:3])[CH3:2])=[O:7]. (4) Given the reactants [NH2:1][CH2:2][C@@H:3]1[C@H:8]([CH3:9])[CH2:7][CH2:6][CH2:5][N:4]1C(C1C=C(C)C=CC=1C1C=NN(C)C=1)=O.[F:25][C:26]1[C:27]([O:35][CH3:36])=[C:28]([CH:32]=[CH:33][CH:34]=1)[C:29]([OH:31])=O, predict the reaction product. The product is: [NH2:1][CH2:2][C@@H:3]1[C@H:8]([CH3:9])[CH2:7][CH2:6][CH2:5][N:4]1[C:29]([C:28]1[CH:32]=[CH:33][CH:34]=[C:26]([F:25])[C:27]=1[O:35][CH3:36])=[O:31]. (5) Given the reactants C([O:5][C:6](=[O:47])[CH2:7][CH2:8][N:9](C(OC(C)(C)C)=O)[CH2:10][C:11]([N:13]1[C:21]2[C:16](=[CH:17][C:18]([O:22][CH2:23][C:24]3[CH:29]=[CH:28][C:27]([CH:30]4[CH2:35][CH2:34][CH2:33][CH2:32][CH2:31]4)=[CH:26][C:25]=3[C:36]([F:39])([F:38])[F:37])=[CH:19][CH:20]=2)[CH2:15][CH2:14]1)=[O:12])(C)(C)C.[ClH:48].O1CCOCC1, predict the reaction product. The product is: [ClH:48].[CH:30]1([C:27]2[CH:28]=[CH:29][C:24]([CH2:23][O:22][C:18]3[CH:17]=[C:16]4[C:21](=[CH:20][CH:19]=3)[N:13]([C:11](=[O:12])[CH2:10][NH:9][CH2:8][CH2:7][C:6]([OH:47])=[O:5])[CH2:14][CH2:15]4)=[C:25]([C:36]([F:39])([F:37])[F:38])[CH:26]=2)[CH2:35][CH2:34][CH2:33][CH2:32][CH2:31]1. (6) The product is: [CH:1]1([C:7]2([C:10]([OH:12])=[O:11])[CH2:9][CH2:8]2)[CH2:2][CH2:3][CH2:4][CH2:5][CH2:6]1. Given the reactants [C:1]1([C:7]2([C:10]([OH:12])=[O:11])[CH2:9][CH2:8]2)[CH:6]=[CH:5][CH:4]=[CH:3][CH:2]=1.[H][H], predict the reaction product. (7) Given the reactants [F:1][C:2]1[CH:7]=[CH:6][C:5]([C:8]#[CH:9])=[CH:4][CH:3]=1.[F:10][C:11]1[CH:18]=[CH:17][C:14]([CH2:15][SH:16])=[CH:13][CH:12]=1.[Na], predict the reaction product. The product is: [F:1][C:2]1[CH:7]=[CH:6][C:5](/[CH:8]=[CH:9]\[CH:15]([S:16][CH:8](/[CH:9]=[CH:8]\[C:5]2[CH:6]=[CH:7][C:2]([F:1])=[CH:3][CH:4]=2)[C:5]2[CH:6]=[CH:7][C:2]([F:1])=[CH:3][CH:4]=2)[C:14]2[CH:17]=[CH:18][C:11]([F:10])=[CH:12][CH:13]=2)=[CH:4][CH:3]=1. (8) Given the reactants [CH2:1]([O:8][C:9]([NH:11][C@@H:12]([CH:16]([O:18][C:19]([CH3:22])([CH3:21])[CH3:20])[CH3:17])[C:13](O)=[O:14])=[O:10])[C:2]1[CH:7]=[CH:6][CH:5]=[CH:4][CH:3]=1.ClC(OCC(C)C)=O.CN1CCOCC1, predict the reaction product. The product is: [C:19]([O:18][CH:16]([CH3:17])[C@H:12]([NH:11][C:9](=[O:10])[O:8][CH2:1][C:2]1[CH:3]=[CH:4][CH:5]=[CH:6][CH:7]=1)[CH2:13][OH:14])([CH3:22])([CH3:20])[CH3:21].